Dataset: Catalyst prediction with 721,799 reactions and 888 catalyst types from USPTO. Task: Predict which catalyst facilitates the given reaction. (1) Reactant: [CH-:1]1[CH:5]=[CH:4][CH:3]=[CH:2]1.[CH-:6]1[CH:10]=[CH:9][CH:8]=[CH:7]1.[Fe+2:11]. Product: [C:1].[CH-:6]1[CH:10]=[CH:9][CH:8]=[CH:7]1.[CH-:1]1[CH:5]=[CH:4][CH:3]=[CH:2]1.[Fe+2:11]. The catalyst class is: 8. (2) Reactant: [F:1][C:2]([F:9])([F:8])[C:3]1([CH2:6][OH:7])[CH2:5][CH2:4]1.ClCCl.[CH3:13][C:14]1[CH:19]=[CH:18][C:17]([S:20](Cl)(=[O:22])=[O:21])=[CH:16][CH:15]=1. Product: [F:1][C:2]([F:9])([F:8])[C:3]1([CH2:6][O:7][S:20]([C:17]2[CH:18]=[CH:19][C:14]([CH3:13])=[CH:15][CH:16]=2)(=[O:22])=[O:21])[CH2:5][CH2:4]1. The catalyst class is: 768. (3) Reactant: C([O:5][C:6](=[O:36])[CH2:7][C@H:8]([NH:11][S:12]([C:15]1[C:16]([O:23][CH2:24][CH2:25][C:26]2[C:35]3[C:30](=[CH:31][CH:32]=[CH:33][CH:34]=3)[N:29]=[CH:28][CH:27]=2)=[N:17][C:18]([O:21][CH3:22])=[CH:19][CH:20]=1)(=[O:14])=[O:13])[CH:9]=[O:10])(C)(C)C.C(O)(C(F)(F)F)=O. Product: [CH3:22][O:21][C:18]1[N:17]=[C:16]([O:23][CH2:24][CH2:25][C:26]2[C:35]3[C:30](=[CH:31][CH:32]=[CH:33][CH:34]=3)[N:29]=[CH:28][CH:27]=2)[C:15]([S:12]([NH:11][C@H:8]([CH:9]=[O:10])[CH2:7][C:6]([OH:36])=[O:5])(=[O:14])=[O:13])=[CH:20][CH:19]=1. The catalyst class is: 2. (4) Reactant: [CH3:1][C:2]1[C:10]2[C:9](=[O:11])[CH2:8][C:7]([CH3:13])([CH3:12])[CH2:6][C:5]=2[NH:4][CH:3]=1.[H-].[Na+].F[C:17]1[CH:26]=[C:25]2[C:20]([CH:21]=[N:22][C:23]([NH2:27])=[N:24]2)=[CH:19][CH:18]=1. Product: [NH2:27][C:23]1[N:22]=[CH:21][C:20]2[C:25](=[CH:26][C:17]([N:4]3[C:5]4[CH2:6][C:7]([CH3:13])([CH3:12])[CH2:8][C:9](=[O:11])[C:10]=4[C:2]([CH3:1])=[CH:3]3)=[CH:18][CH:19]=2)[N:24]=1. The catalyst class is: 9. (5) The catalyst class is: 14. Product: [Cl:16][C:10]1[CH:11]=[C:12]([Cl:15])[CH:13]=[CH:14][C:9]=1[C:7]1[N:1]=[C:2]([NH2:4])[S:3][CH:6]=1. Reactant: [NH2:1][C:2]([NH2:4])=[S:3].Cl[CH2:6][C:7]([C:9]1[CH:14]=[CH:13][C:12]([Cl:15])=[CH:11][C:10]=1[Cl:16])=O. (6) Reactant: [F:1][C:2]1[CH:7]=[CH:6][C:5]([F:8])=[CH:4][C:3]=1[C@@H:9]1[C@@H:14]([NH:15]C(=O)OC(C)(C)C)[CH2:13][C@@H:12]([N:23]2[CH2:30][C:29]3[CH:28]=[N:27][NH:26][C:25]=3[CH2:24]2)[C:11](=O)[N:10]1[CH3:32].C(N(CC)CC)C.[F:40][C:41]([F:47])([F:46])[S:42](Cl)(=[O:44])=[O:43].[C:48]([OH:54])([C:50]([F:53])([F:52])[F:51])=[O:49].C(Cl)Cl. Product: [F:51][C:50]([F:53])([F:52])[C:48]([OH:54])=[O:49].[F:51][C:50]([F:53])([F:52])[C:48]([OH:54])=[O:49].[F:51][C:50]([F:53])([F:52])[C:48]([OH:54])=[O:49].[F:1][C:2]1[CH:7]=[CH:6][C:5]([F:8])=[CH:4][C:3]=1[C@@H:9]1[C@@H:14]([NH2:15])[CH2:13][C@@H:12]([N:23]2[CH2:30][C:29]3[C:25](=[N:26][N:27]([S:42]([C:41]([F:47])([F:46])[F:40])(=[O:44])=[O:43])[CH:28]=3)[CH2:24]2)[CH2:11][N:10]1[CH3:32]. The catalyst class is: 4. (7) Reactant: O[CH2:2][C:3]1[CH:26]=[CH:25][C:6]2[C:7]([CH2:10][CH2:11][CH:12]3[CH2:17][CH2:16][N:15]([C:18]([O:20][C:21]([CH3:24])([CH3:23])[CH3:22])=[O:19])[CH2:14][CH2:13]3)=[N:8][O:9][C:5]=2[C:4]=1[CH2:27][O:28][CH:29]1[CH2:34][CH2:33][CH2:32][CH2:31][O:30]1.C1(P(C2C=CC=CC=2)C2C=CC=CC=2)C=CC=CC=1.C(Br)(Br)(Br)Br.[N-:59]=[N+:60]=[N-:61].[Na+]. Product: [N:59]([CH2:2][C:3]1[CH:26]=[CH:25][C:6]2[C:7]([CH2:10][CH2:11][CH:12]3[CH2:13][CH2:14][N:15]([C:18]([O:20][C:21]([CH3:23])([CH3:24])[CH3:22])=[O:19])[CH2:16][CH2:17]3)=[N:8][O:9][C:5]=2[C:4]=1[CH2:27][O:28][CH:29]1[CH2:34][CH2:33][CH2:32][CH2:31][O:30]1)=[N+:60]=[N-:61]. The catalyst class is: 35. (8) Reactant: [CH2:1]([O:3][C:4]([C:6]1[O:10][N:9]=[C:8]([CH2:11][CH3:12])[C:7]=1[CH2:13]Br)=[O:5])[CH3:2].[CH2:15]([O:17][C:18](=[O:32])[CH2:19][NH:20][CH2:21][C:22]1[CH:27]=[CH:26][C:25]([O:28][CH3:29])=[CH:24][C:23]=1[O:30][CH3:31])[CH3:16].C(=O)([O-])[O-].[K+].[K+].[I-].[K+]. Product: [CH3:31][O:30][C:23]1[CH:24]=[C:25]([O:28][CH3:29])[CH:26]=[CH:27][C:22]=1[CH2:21][N:20]([CH2:13][C:7]1[C:8]([CH2:11][CH3:12])=[N:9][O:10][C:6]=1[C:4]([O:3][CH2:1][CH3:2])=[O:5])[CH2:19][C:18]([O:17][CH2:15][CH3:16])=[O:32]. The catalyst class is: 10.